Dataset: Catalyst prediction with 721,799 reactions and 888 catalyst types from USPTO. Task: Predict which catalyst facilitates the given reaction. (1) Reactant: [H-].[Al+3].[Li+].[H-].[H-].[H-].[CH3:7][O:8][C:9]1[CH:24]=[C:23]([O:25][CH3:26])[CH:22]=[CH:21][C:10]=1[CH2:11][NH:12][C:13]1[C:14]([C:19]#[N:20])=[N:15][CH:16]=[CH:17][CH:18]=1. Product: [NH2:20][CH2:19][C:14]1[C:13]([N:12]=[CH:11][C:10]2[CH:21]=[CH:22][C:23]([O:25][CH3:26])=[CH:24][C:9]=2[O:8][CH3:7])=[CH:18][CH:17]=[CH:16][N:15]=1. The catalyst class is: 7. (2) Reactant: C([O:8][C:9]1[CH:10]=[C:11]2[C:15](=[CH:16][CH:17]=1)[N:14]([C:18]1[CH:23]=[CH:22][N:21]=[C:20]([NH:24][CH:25]3[CH2:30][CH2:29][CH:28]([OH:31])[CH2:27][CH2:26]3)[N:19]=1)[CH:13]=[CH:12]2)C1C=CC=CC=1. Product: [OH:31][C@H:28]1[CH2:29][CH2:30][C@H:25]([NH:24][C:20]2[N:19]=[C:18]([N:14]3[C:15]4[C:11](=[CH:10][C:9]([OH:8])=[CH:17][CH:16]=4)[CH:12]=[CH:13]3)[CH:23]=[CH:22][N:21]=2)[CH2:26][CH2:27]1. The catalyst class is: 50.